From a dataset of Forward reaction prediction with 1.9M reactions from USPTO patents (1976-2016). Predict the product of the given reaction. (1) Given the reactants [NH2:1][C:2]1[CH:10]=[CH:9][C:5]([C:6]([OH:8])=O)=[CH:4][C:3]=1[Cl:11].Cl.[CH3:13][O:14][CH:15]1[CH2:18][NH:17][CH2:16]1, predict the reaction product. The product is: [NH2:1][C:2]1[CH:10]=[CH:9][C:5]([C:6]([N:17]2[CH2:18][CH:15]([O:14][CH3:13])[CH2:16]2)=[O:8])=[CH:4][C:3]=1[Cl:11]. (2) The product is: [CH2:1]1[O:9][C:8]2[CH:7]=[CH:6][C:5]([CH2:10][CH2:11][CH2:12][OH:13])=[CH:4][C:3]=2[O:2]1. Given the reactants [CH2:1]1[O:9][C:8]2[CH:7]=[CH:6][C:5]([CH2:10][CH2:11][C:12](O)=[O:13])=[CH:4][C:3]=2[O:2]1.B.O1CCCC1, predict the reaction product. (3) Given the reactants [F:1][C:2]1[CH:7]=[CH:6][CH:5]=[CH:4][C:3]=1[CH2:8][C:9]([NH:11][C@@H:12]([CH:36]([CH3:39])[CH2:37][CH3:38])[C:13]([NH:15][C:16]1([C:33]([OH:35])=O)[CH2:28][C:27]2[C:26]3[C:21](=[C:22]([C:29]([F:32])([F:31])[F:30])[CH:23]=[CH:24][CH:25]=3)[NH:20][C:19]=2[CH2:18][CH2:17]1)=[O:14])=[O:10].CN(C(ON1N=NC2C=CC=NC1=2)=[N+](C)C)C.F[P-](F)(F)(F)(F)F.CCN(C(C)C)C(C)C.[CH3:73][O:74][NH:75][C:76](=[O:83])[C@@H:77]([NH2:82])[CH:78]([CH3:81])[CH2:79][CH3:80], predict the reaction product. The product is: [CH3:73][O:74][NH:75][C:76]([C@@H:77]([NH:82][C:33]([C@:16]1([NH:15][C:13](=[O:14])[C@@H:12]([NH:11][C:9](=[O:10])[CH2:8][C:3]2[CH:4]=[CH:5][CH:6]=[CH:7][C:2]=2[F:1])[CH:36]([CH3:39])[CH2:37][CH3:38])[CH2:28][C:27]2[C:26]3[C:21](=[C:22]([C:29]([F:32])([F:30])[F:31])[CH:23]=[CH:24][CH:25]=3)[NH:20][C:19]=2[CH2:18][CH2:17]1)=[O:35])[CH:78]([CH3:81])[CH2:79][CH3:80])=[O:83]. (4) Given the reactants [Br:1][C:2]1[CH:7]=[CH:6][C:5]([C:8]2[CH2:12][CH:11](NC)[O:10][N:9]=2)=[CH:4][CH:3]=1.[CH2:15]([N:17]([CH2:20]C)CC)[CH3:16].ClCCl.C(Cl)(=[O:27])C, predict the reaction product. The product is: [Br:1][C:2]1[CH:3]=[CH:4][C:5]([C:8]2[CH2:12][CH:11]([CH2:20][NH:17][C:15](=[O:27])[CH3:16])[O:10][N:9]=2)=[CH:6][CH:7]=1. (5) Given the reactants P(=O)(O)(O)O.[C:6]([O:10][C:11]([NH:13][CH:14]([C:22](=[O:32])[NH:23][O:24][CH2:25][C:26]1[CH:31]=[CH:30][CH:29]=[CH:28][CH:27]=1)[CH:15]([OH:21])[C:16](OCC)=[O:17])=[O:12])([CH3:9])([CH3:8])[CH3:7].C(C(C(C(OCC)=O)O)O)(OCC)=O.[BH4-].[Na+].[Na+].[Cl-], predict the reaction product. The product is: [C:6]([O:10][C:11]([NH:13][CH:14]([CH:15]([OH:21])[CH2:16][OH:17])[C:22]([NH:23][O:24][CH2:25][C:26]1[CH:31]=[CH:30][CH:29]=[CH:28][CH:27]=1)=[O:32])=[O:12])([CH3:9])([CH3:7])[CH3:8]. (6) Given the reactants [CH3:1][C:2]1[N:3]=[C:4]([C@H:7]2[CH2:11][CH2:10][CH2:9][N:8]2[C:12]([C:14]2[CH:15]=[C:16]([CH:21]=[CH:22][N:23]=2)[C:17]([O:19]C)=[O:18])=[O:13])[S:5][CH:6]=1.[OH-].[Na+], predict the reaction product. The product is: [CH3:1][C:2]1[N:3]=[C:4]([C@H:7]2[CH2:11][CH2:10][CH2:9][N:8]2[C:12]([C:14]2[CH:15]=[C:16]([CH:21]=[CH:22][N:23]=2)[C:17]([OH:19])=[O:18])=[O:13])[S:5][CH:6]=1.